Dataset: Full USPTO retrosynthesis dataset with 1.9M reactions from patents (1976-2016). Task: Predict the reactants needed to synthesize the given product. (1) Given the product [CH:12]1([CH2:11][O:9][C:5]2[CH:6]=[CH:7][CH:8]=[C:3]([C:1]#[CH:2])[CH:4]=2)[CH2:14][CH2:13]1, predict the reactants needed to synthesize it. The reactants are: [C:1]([C:3]1[CH:4]=[C:5]([OH:9])[CH:6]=[CH:7][CH:8]=1)#[CH:2].Br[CH2:11][CH:12]1[CH2:14][CH2:13]1.[I-].[Na+].C([O-])([O-])=O.[Cs+].[Cs+]. (2) Given the product [Br:1][C:2]1[C:10]2[C:9]([NH2:16])=[N:8][CH:7]=[N:6][C:5]=2[N:4]([CH2:12][O:13][CH3:14])[CH:3]=1, predict the reactants needed to synthesize it. The reactants are: [Br:1][C:2]1[C:10]2[C:9](Cl)=[N:8][CH:7]=[N:6][C:5]=2[N:4]([CH2:12][O:13][CH3:14])[CH:3]=1.[OH-].[NH4+:16]. (3) Given the product [Cl:23][C:4]1[CH:3]=[C:2]([Cl:1])[CH:21]=[CH:20][C:5]=1[CH2:6][N:7]1[C:15]2[C:10](=[CH:11][CH:12]=[CH:13][CH:14]=2)[C:9]([C:16]([OH:19])([CH3:18])[CH3:17])=[N:8]1, predict the reactants needed to synthesize it. The reactants are: [Cl:1][C:2]1[CH:21]=[CH:20][C:5]([CH2:6][N:7]2[C:15]3[C:10](=[CH:11][CH:12]=[CH:13][CH:14]=3)[C:9]([C:16]([OH:19])([CH3:18])[CH3:17])=[N:8]2)=[C:4](C)[CH:3]=1.[Cl:23]C1C=C(Cl)C=CC=1CN1C2C(=CC=CC=2)C(C(OCC)=O)=N1. (4) Given the product [Cl:20][C:11]1[C:12]([N:14]([CH2:16][CH:17]([CH3:19])[CH3:18])[CH3:15])=[CH:13][C:8]2[N:7]=[C:24]([C:25]3[CH:30]=[CH:29][CH:28]=[C:27]([N:31]4[CH:35]=[CH:34][N:33]=[N:32]4)[CH:26]=3)[CH2:23][C:22](=[O:37])[NH:21][C:9]=2[CH:10]=1, predict the reactants needed to synthesize it. The reactants are: C(OC(=O)[NH:7][C:8]1[CH:13]=[C:12]([N:14]([CH2:16][CH:17]([CH3:19])[CH3:18])[CH3:15])[C:11]([Cl:20])=[CH:10][C:9]=1[NH:21][C:22](=[O:37])[CH2:23][C:24](=O)[C:25]1[CH:30]=[CH:29][CH:28]=[C:27]([N:31]2[CH:35]=[CH:34][N:33]=[N:32]2)[CH:26]=1)(C)(C)C.C(O)(C(F)(F)F)=O. (5) Given the product [CH:18]1([NH:17][C:13]2[N:12]=[C:11]([C:10]3[C:9]([C:21]4[CH:26]=[CH:25][C:24]([O:27][CH3:28])=[CH:23][CH:22]=4)=[N:8][N:7]4[C:2]([N:29]5[CH2:34][CH2:33][O:32][CH2:31][CH2:30]5)=[CH:3][CH:4]=[CH:5][C:6]=34)[CH:16]=[CH:15][N:14]=2)[CH2:20][CH2:19]1, predict the reactants needed to synthesize it. The reactants are: Cl[C:2]1[N:7]2[N:8]=[C:9]([C:21]3[CH:26]=[CH:25][C:24]([O:27][CH3:28])=[CH:23][CH:22]=3)[C:10]([C:11]3[CH:16]=[CH:15][N:14]=[C:13]([NH:17][CH:18]4[CH2:20][CH2:19]4)[N:12]=3)=[C:6]2[CH:5]=[CH:4][CH:3]=1.[NH:29]1[CH2:34][CH2:33][O:32][CH2:31][CH2:30]1. (6) Given the product [CH3:1][O:2][C:3]([N:5]1[C@H:13]2[C@H:8]([C@:9]([O:23][C:27](=[O:28])[C:26]3[CH:30]=[CH:31][CH:32]=[CH:33][C:25]=3[F:24])([C:14]#[C:15][C:16]3[CH:17]=[C:18]([CH3:22])[CH:19]=[CH:20][CH:21]=3)[CH2:10][CH2:11][CH2:12]2)[CH2:7][CH2:6]1)=[O:4], predict the reactants needed to synthesize it. The reactants are: [CH3:1][O:2][C:3]([N:5]1[C@@H:13]2[C@@H:8]([C@@:9]([OH:23])([C:14]#[C:15][C:16]3[CH:17]=[C:18]([CH3:22])[CH:19]=[CH:20][CH:21]=3)[CH2:10][CH2:11][CH2:12]2)[CH2:7][CH2:6]1)=[O:4].[F:24][C:25]1[CH:33]=[CH:32][CH:31]=[CH:30][C:26]=1[C:27](O)=[O:28]. (7) Given the product [CH2:20]([O:22][C:23](=[O:46])[C:24]1[CH:29]=[CH:28][CH:27]=[C:26]([CH2:30][C:31]2[O:35][N:34]=[C:33]([CH2:36][OH:37])[N:32]=2)[CH:25]=1)[CH3:21], predict the reactants needed to synthesize it. The reactants are: C(OC(=O)C1C=CC(CC2ON=C(CO)N=2)=CC=1)C.[CH2:20]([O:22][C:23](=[O:46])[C:24]1[CH:29]=[CH:28][CH:27]=[C:26]([CH2:30][C:31]2[O:35][N:34]=[C:33]([CH2:36][O:37]C3C=CC(OC)=CC=3)[N:32]=2)[CH:25]=1)[CH3:21]. (8) Given the product [NH:1]([C:13]([O:15][CH2:16][C:17]1[CH:22]=[CH:21][CH:20]=[CH:19][CH:18]=1)=[O:14])[C@H:2]([C:10]([C:24]#[N:23])=[O:11])[CH2:3][C:4]1[CH:9]=[CH:8][CH:7]=[CH:6][CH:5]=1, predict the reactants needed to synthesize it. The reactants are: [NH:1]([C:13]([O:15][CH2:16][C:17]1[CH:22]=[CH:21][CH:20]=[CH:19][CH:18]=1)=[O:14])[C@H:2]([C:10](N)=[O:11])[CH2:3][C:4]1[CH:9]=[CH:8][CH:7]=[CH:6][CH:5]=1.[N:23]1C(Cl)=NC(Cl)=N[C:24]=1Cl.O.C(OCC)(=O)C. (9) Given the product [CH2:9]([O:11][C:12]([C:13]1[NH:14][C:5]2[S:6][C:2]([Br:1])=[CH:3][C:4]=2[CH:7]=1)=[O:17])[CH3:10], predict the reactants needed to synthesize it. The reactants are: [Br:1][C:2]1[S:6][CH:5]=[C:4]([CH:7]=O)[CH:3]=1.[CH2:9]([O:11][C:12](=[O:17])[CH2:13][N:14]=[N+]=[N-])[CH3:10]. (10) Given the product [C:1]([C:3]1[CH:8]=[CH:7][C:6]([N:9]2[CH2:14][CH2:13][CH2:12][C@H:11]([NH:15][C@@H:16]3[CH2:21][CH2:20][CH2:19][CH2:18][C@H:17]3[NH:22][C:36](=[O:47])[O:37][C:38]3[CH:43]=[CH:42][C:41]([O:44][CH2:45][CH3:46])=[CH:40][CH:39]=3)[CH2:10]2)=[CH:5][CH:4]=1)#[N:2], predict the reactants needed to synthesize it. The reactants are: [C:1]([C:3]1[CH:8]=[CH:7][C:6]([N:9]2[CH2:14][CH2:13][CH2:12][C@H:11]([NH:15][C@@H:16]3[CH2:21][CH2:20][CH2:19][CH2:18][C@H:17]3[NH:22]C(=O)CC3C4C(=CC=CC=4)N(C)C=3)[CH2:10]2)=[CH:5][CH:4]=1)#[N:2].[C:36](Cl)(=[O:47])[O:37][C:38]1[CH:43]=[CH:42][C:41]([O:44][CH2:45][CH3:46])=[CH:40][CH:39]=1.